Predict which catalyst facilitates the given reaction. From a dataset of Catalyst prediction with 721,799 reactions and 888 catalyst types from USPTO. (1) Reactant: [Cl:1][C:2]1[C:3]([F:33])=[C:4]([CH:8]2[C:12]([C:15]3[CH:20]=[CH:19][C:18]([Cl:21])=[CH:17][C:16]=3[F:22])([C:13]#[N:14])[CH:11]([CH2:23][C:24]([CH3:29])([CH3:28])[CH2:25][CH2:26][OH:27])[NH:10][CH:9]2[C:30](O)=[O:31])[CH:5]=[CH:6][CH:7]=1.[CH3:34][C:35]1([CH3:43])[O:39][C@@H:38]([CH2:40][CH2:41][NH2:42])[CH2:37][O:36]1.CN(C(ON1N=NC2C=CC=NC1=2)=[N+](C)C)C.F[P-](F)(F)(F)(F)F.CCN(C(C)C)C(C)C. Product: [CH3:34][C:35]1([CH3:43])[O:39][C@@H:38]([CH2:40][CH2:41][NH:42][C:30]([CH:9]2[CH:8]([C:4]3[CH:5]=[CH:6][CH:7]=[C:2]([Cl:1])[C:3]=3[F:33])[C:12]([C:15]3[CH:20]=[CH:19][C:18]([Cl:21])=[CH:17][C:16]=3[F:22])([C:13]#[N:14])[CH:11]([CH2:23][C:24]([CH3:28])([CH3:29])[CH2:25][CH2:26][OH:27])[NH:10]2)=[O:31])[CH2:37][O:36]1. The catalyst class is: 2. (2) Product: [C:3]1([C:42]2[CH:65]=[CH:64][CH:45]=[CH:44][CH:43]=2)[CH:4]=[CH:5][C:6]([C:8]2[CH:17]=[CH:16][C:15]3[C:10](=[CH:11][CH:12]=[C:13]([C:18]4[N:22]([CH:23]5[CH2:28][CH2:27][CH2:26][CH2:25][CH2:24]5)[C:21]5[CH:29]=[CH:30][C:31]([C:33]([OH:35])=[O:34])=[CH:32][C:20]=5[N:19]=4)[CH:14]=3)[N:9]=2)=[CH:7][CH:2]=1. The catalyst class is: 8. Reactant: Br[C:2]1[CH:3]=[CH:4][C:5](O)=[C:6]([C:8]2[CH:17]=[CH:16][C:15]3[C:10](=[CH:11][CH:12]=[C:13]([C:18]4[N:22]([CH:23]5[CH2:28][CH2:27][CH2:26][CH2:25][CH2:24]5)[C:21]5[CH:29]=[CH:30][C:31]([C:33]([OH:35])=[O:34])=[CH:32][C:20]=5[N:19]=4)[CH:14]=3)[N:9]=2)[CH:7]=1.C(OC([C:42]1[CH:65]=[CH:64][C:45]2N(C3CCCCC3)C([C:42]3[CH:65]=[CH:64][C:45](N)=[C:44](C=O)[CH:43]=3)=N[C:44]=2[CH:43]=1)=O)C.C1(C2C=CC=CC=2)C=CC(C(=O)C)=CC=1.[OH-].[K+]. (3) Reactant: F[B-](F)(F)F.N1(OC(N(C)C)=[N+](C)C)C2C=CC=CC=2N=N1.[Cl:23][C:24]1[CH:25]=[C:26]([N:32]2[CH:40]([C:41]3[CH:46]=[CH:45][C:44]([F:47])=[CH:43][CH:42]=3)[CH:39]3[C:34]([C:35]4[CH:51]=[CH:50][C:49]([C:52]([OH:54])=O)=[CH:48][C:36]=4[CH2:37][CH2:38]3)=[N:33]2)[CH:27]=[CH:28][C:29]=1[C:30]#[N:31].C(O)C.C(N(CC)CC)C.[N:65]1([CH2:70][CH2:71][NH2:72])[CH2:69][CH2:68][CH2:67][CH2:66]1. Product: [Cl:23][C:24]1[CH:25]=[C:26]([N:32]2[CH:40]([C:41]3[CH:42]=[CH:43][C:44]([F:47])=[CH:45][CH:46]=3)[CH:39]3[C:34]([C:35]4[CH:51]=[CH:50][C:49]([C:52]([NH:72][CH2:71][CH2:70][N:65]5[CH2:69][CH2:68][CH2:67][CH2:66]5)=[O:54])=[CH:48][C:36]=4[CH2:37][CH2:38]3)=[N:33]2)[CH:27]=[CH:28][C:29]=1[C:30]#[N:31]. The catalyst class is: 9.